This data is from Reaction yield outcomes from USPTO patents with 853,638 reactions. The task is: Predict the reaction yield, written as a fraction of the theoretical maximum amount of product (1.0 means a 100% yield; for example, 0.34 means a 34% yield). (1) The reactants are [C:1]([O:5][C:6]([N:8]1[CH2:13][CH2:12][NH:11][CH2:10][C:9]1([CH3:15])[CH3:14])=[O:7])([CH3:4])([CH3:3])[CH3:2].[CH:16](=O)[C:17]1C=CC=CC=1.C(O[BH-](OC(=O)C)OC(=O)C)(=O)C.[Na+].O. The catalyst is C(Cl)Cl. The product is [C:1]([O:5][C:6](=[O:7])[NH:8][C:9]1([CH2:14][CH2:16][CH3:17])[CH2:15][CH2:13][CH2:12][NH:11][CH2:10]1)([CH3:2])([CH3:3])[CH3:4]. The yield is 1.00. (2) The reactants are [Cl:1][C:2]1[CH:26]=[CH:25][C:5]([CH2:6][N:7]([CH2:14][C:15]2[CH:20]=[CH:19][C:18]([Cl:21])=[C:17]([N+:22]([O-])=O)[CH:16]=2)[C:8]2[CH:13]=[CH:12][CH:11]=[CH:10][CH:9]=2)=[CH:4][C:3]=1[N+:27]([O-])=O.[Cl-].[NH4+]. The catalyst is CCO.C1COCC1.O.[Fe]. The product is [NH2:27][C:3]1[CH:4]=[C:5]([CH:25]=[CH:26][C:2]=1[Cl:1])[CH2:6][N:7]([CH2:14][C:15]1[CH:20]=[CH:19][C:18]([Cl:21])=[C:17]([NH2:22])[CH:16]=1)[C:8]1[CH:9]=[CH:10][CH:11]=[CH:12][CH:13]=1. The yield is 0.990.